Dataset: Peptide-MHC class II binding affinity with 134,281 pairs from IEDB. Task: Regression. Given a peptide amino acid sequence and an MHC pseudo amino acid sequence, predict their binding affinity value. This is MHC class II binding data. The peptide sequence is PSELQMSWLPLCVRL. The MHC is HLA-DQA10501-DQB10302 with pseudo-sequence HLA-DQA10501-DQB10302. The binding affinity (normalized) is 0.467.